Dataset: Catalyst prediction with 721,799 reactions and 888 catalyst types from USPTO. Task: Predict which catalyst facilitates the given reaction. (1) Reactant: CO[C:3]([C:5]1[S:9][C:8]([N:10]2[CH2:15][CH2:14][N:13]([S:16]([C:19]3[C:28]4[C:23](=[C:24]([N:29]([CH3:31])[CH3:30])[CH:25]=[CH:26][CH:27]=4)[CH:22]=[CH:21][CH:20]=3)(=[O:18])=[O:17])[CH2:12][CH2:11]2)=[N:7][CH:6]=1)=[O:4].Cl.[NH2:33][OH:34].C[O-].[Na+].CO.Cl. Product: [OH:34][NH:33][C:3]([C:5]1[S:9][C:8]([N:10]2[CH2:15][CH2:14][N:13]([S:16]([C:19]3[C:28]4[C:23](=[C:24]([N:29]([CH3:30])[CH3:31])[CH:25]=[CH:26][CH:27]=4)[CH:22]=[CH:21][CH:20]=3)(=[O:18])=[O:17])[CH2:12][CH2:11]2)=[N:7][CH:6]=1)=[O:4]. The catalyst class is: 12. (2) Reactant: [CH3:1][O:2][C:3](=[O:12])[CH2:4][N:5]([CH2:9][CH:10]=[CH2:11])[CH2:6]C=C. Product: [N:5]1([CH2:4][C:3]([O:2][CH3:1])=[O:12])[CH:6]=[CH:11][CH:10]=[CH:9]1. The catalyst class is: 159.